From a dataset of Forward reaction prediction with 1.9M reactions from USPTO patents (1976-2016). Predict the product of the given reaction. (1) Given the reactants [S:1]([C:22]1[C:27]([NH:28][S:29]([C:32]2[CH:37]=[CH:36][C:35]([Cl:38])=[CH:34][C:33]=2[F:39])(=[O:31])=[O:30])=[CH:26][C:25]([Cl:40])=[CH:24][CH:23]=1)[S:1][C:22]1[C:27]([NH:28][S:29]([C:32]2[CH:37]=[CH:36][C:35]([Cl:38])=[CH:34][C:33]=2[F:39])(=[O:30])=[O:31])=[CH:26][C:25]([Cl:40])=[CH:24][CH:23]=1.C([O-])(O)=O.[Na+].C1(P(C2C=CC=CC=2)C2C=CC=CC=2)C=CC=CC=1.Br[CH2:66][CH2:67][C:68]([O:70][CH3:71])=[O:69], predict the reaction product. The product is: [Cl:40][C:25]1[CH:24]=[CH:23][C:22]([S:1][CH2:66][CH2:67][C:68]([O:70][CH3:71])=[O:69])=[C:27]([NH:28][S:29]([C:32]2[CH:37]=[CH:36][C:35]([Cl:38])=[CH:34][C:33]=2[F:39])(=[O:30])=[O:31])[CH:26]=1. (2) Given the reactants C(OC(=O)[NH:7][CH2:8][C:9](=[O:37])[NH:10][CH2:11][C:12]1[CH:17]=[CH:16][C:15]([C:18]([N:20]2[CH2:29][C:28]3[CH:27]=[N:26][N:25]([CH3:30])[C:24]=3[NH:23][C:22]3[CH:31]=[C:32]([Cl:35])[CH:33]=[CH:34][C:21]2=3)=[O:19])=[CH:14][C:13]=1[F:36])(C)(C)C.Cl.O1CCOCC1, predict the reaction product. The product is: [ClH:35].[NH2:7][CH2:8][C:9]([NH:10][CH2:11][C:12]1[CH:17]=[CH:16][C:15]([C:18]([N:20]2[CH2:29][C:28]3[CH:27]=[N:26][N:25]([CH3:30])[C:24]=3[NH:23][C:22]3[CH:31]=[C:32]([Cl:35])[CH:33]=[CH:34][C:21]2=3)=[O:19])=[CH:14][C:13]=1[F:36])=[O:37]. (3) Given the reactants Br[CH2:2][C:3]([O:5][C:6]([CH3:9])([CH3:8])[CH3:7])=[O:4].[CH3:10][O:11][C:12]1[CH:19]=[CH:18][C:15]([CH2:16][NH2:17])=[CH:14][CH:13]=1.Cl, predict the reaction product. The product is: [C:6]([O:5][C:3](=[O:4])[CH2:2][NH:17][CH2:16][C:15]1[CH:18]=[CH:19][C:12]([O:11][CH3:10])=[CH:13][CH:14]=1)([CH3:9])([CH3:8])[CH3:7]. (4) Given the reactants [OH:1][C:2]1[C:7]2[C@@:8]3([OH:45])[C@@:21]([O:25][CH3:26])([C@H:22]([OH:24])[CH2:23][C:6]=2[CH:5]=[C:4]([CH3:46])[C:3]=1[C:47]([O:49][CH3:50])=[O:48])[C:20](=[O:27])[C:19]1[C:10](=[CH:11][C:12]2[C:13](=[O:43])[C:14]([NH:30][C@@H:31]4[C@H:36]([O:37][CH3:38])[C@H:35]([OH:39])[C@@H:34]([O:40][CH3:41])[C@H:33]([CH3:42])[O:32]4)=[CH:15][C:16](=[O:29])[C:17]=2[C:18]=1[OH:28])[C:9]3=[O:44].[F:51][C:52]1[CH:57]=[CH:56][C:55]([Mg]Br)=[CH:54][CH:53]=1, predict the reaction product. The product is: [F:51][C:52]1[CH:57]=[CH:56][C:55]([C:13]2([OH:43])[C:12]3[CH:11]=[C:10]4[C:19]([C:20](=[O:27])[C@@:21]5([O:25][CH3:26])[C@@:8]([OH:45])([C:9]4=[O:44])[C:7]4[C:2]([OH:1])=[C:3]([C:47]([O:49][CH3:50])=[O:48])[C:4]([CH3:46])=[CH:5][C:6]=4[CH2:23][C@H:22]5[OH:24])=[C:18]([OH:28])[C:17]=3[C:16](=[O:29])[CH:15]=[C:14]2[NH:30][C@@H:31]2[C@H:36]([O:37][CH3:38])[C@H:35]([OH:39])[C@@H:34]([O:40][CH3:41])[C@H:33]([CH3:42])[O:32]2)=[CH:54][CH:53]=1. (5) Given the reactants [C:1]([O:5][CH2:6][CH2:7][N:8]1[C:17]2[C:12](=[CH:13][CH:14]=[C:15]([O:18]C(=O)CC)[CH:16]=2)[CH2:11][CH2:10][CH2:9]1)(=[O:4])[CH2:2][CH3:3].C([O-])(O)=O.[Na+], predict the reaction product. The product is: [OH:18][C:15]1[CH:16]=[C:17]2[C:12]([CH2:11][CH2:10][CH2:9][N:8]2[CH2:7][CH2:6][O:5][C:1](=[O:4])[CH2:2][CH3:3])=[CH:13][CH:14]=1.